This data is from Catalyst prediction with 721,799 reactions and 888 catalyst types from USPTO. The task is: Predict which catalyst facilitates the given reaction. (1) Reactant: [C:1]1([C:6]([O:8][C:9]2[C:10]([F:25])=[C:11]([C:19]3[CH:24]=[CH:23][CH:22]=[CH:21][CH:20]=3)[C:12]([CH3:18])=[C:13]([C:16]#[N:17])[C:14]=2[NH2:15])=O)[CH2:5][CH2:4][CH2:3][CH:2]=1.C1(C)C=CC(S([O-])(=O)=O)=CC=1.[NH+]1C=CC=CC=1. Product: [C:1]1([C:6]2[O:8][C:9]3[C:14](=[C:13]([C:16]#[N:17])[C:12]([CH3:18])=[C:11]([C:19]4[CH:24]=[CH:23][CH:22]=[CH:21][CH:20]=4)[C:10]=3[F:25])[N:15]=2)[CH2:5][CH2:4][CH2:3][CH:2]=1. The catalyst class is: 113. (2) Reactant: [CH:1]1([C:4]2[NH:8][N:7]=[C:6]([NH:9][C:10]3[CH:15]=[CH:14][N:13]=[C:12]([NH:16][CH2:17][C:18]4[CH:32]=[C:31]([F:33])[C:21]5[N:22](C6CCCCO6)[CH:23]=[N:24][C:20]=5[CH:19]=4)[N:11]=3)[CH:5]=2)[CH2:3][CH2:2]1.CC1C=CC(S(O)(=O)=O)=CC=1.O. Product: [CH:1]1([C:4]2[NH:8][N:7]=[C:6]([NH:9][C:10]3[CH:15]=[CH:14][N:13]=[C:12]([NH:16][CH2:17][C:18]4[CH:32]=[C:31]([F:33])[C:21]5[NH:22][CH:23]=[N:24][C:20]=5[CH:19]=4)[N:11]=3)[CH:5]=2)[CH2:2][CH2:3]1. The catalyst class is: 24. (3) Reactant: [CH3:1][S-:2].[Na+].Cl[CH2:5][C:6]1[CH:11]=[CH:10][CH:9]=[C:8]([N+:12]([O-:14])=[O:13])[CH:7]=1. Product: [CH3:1][S:2][CH2:5][C:6]1[CH:11]=[CH:10][CH:9]=[C:8]([N+:12]([O-:14])=[O:13])[CH:7]=1. The catalyst class is: 8. (4) Reactant: [NH2:1][CH2:2][CH2:3][CH2:4][NH:5][N:6]1[C:18]2[C:17]3[CH:16]=[CH:15][CH:14]=[CH:13][C:12]=3[N:11]=[C:10]([NH2:19])[C:9]=2[N:8]=[C:7]1[CH2:20][O:21][CH2:22][CH3:23].[CH2:24]([N:26]=[C:27]=[O:28])[CH3:25]. Product: [NH2:19][C:10]1[C:9]2[N:8]=[C:7]([CH2:20][O:21][CH2:22][CH3:23])[N:6]([NH:5][CH2:4][CH2:3][CH2:2][NH:1][C:27]([NH:26][CH2:24][CH3:25])=[O:28])[C:18]=2[C:17]2[CH:16]=[CH:15][CH:14]=[CH:13][C:12]=2[N:11]=1. The catalyst class is: 2. (5) Reactant: C[O:2][C:3](=[O:31])[C:4]1[CH:9]=[CH:8][C:7]([NH:10][C:11](=[O:30])[CH:12]([C:18]2[CH:27]=[C:26]3[C:21]([C:22]([CH3:29])([CH3:28])[CH2:23][CH2:24][O:25]3)=[CH:20][CH:19]=2)[CH2:13][CH2:14][CH2:15][CH2:16][CH3:17])=[CH:6][CH:5]=1.O.[OH-].[Li+].Cl. Product: [CH3:28][C:22]1([CH3:29])[C:21]2[C:26](=[CH:27][C:18]([CH:12]([CH2:13][CH2:14][CH2:15][CH2:16][CH3:17])[C:11]([NH:10][C:7]3[CH:6]=[CH:5][C:4]([C:3]([OH:31])=[O:2])=[CH:9][CH:8]=3)=[O:30])=[CH:19][CH:20]=2)[O:25][CH2:24][CH2:23]1. The catalyst class is: 87. (6) Reactant: [Cl:1][C:2]1[CH:7]=[CH:6][CH:5]=[CH:4][C:3]=1[N:8]1[C:12]([C:13]2[CH:14]=[C:15]([C:29](O)=[O:30])[C:16]([C:19]3[CH:24]=[CH:23][CH:22]=[C:21]([S:25]([CH3:28])(=[O:27])=[O:26])[CH:20]=3)=[CH:17][CH:18]=2)=[CH:11][C:10]([C:32]([F:35])([F:34])[F:33])=[N:9]1.C(N1C=CN=C1)(N1C=CN=C1)=O.[NH:48]1[CH2:53][CH2:52][O:51][CH2:50][CH2:49]1. Product: [Cl:1][C:2]1[CH:7]=[CH:6][CH:5]=[CH:4][C:3]=1[N:8]1[C:12]([C:13]2[CH:18]=[CH:17][C:16]([C:19]3[CH:24]=[CH:23][CH:22]=[C:21]([S:25]([CH3:28])(=[O:26])=[O:27])[CH:20]=3)=[C:15]([C:29]([N:48]3[CH2:53][CH2:52][O:51][CH2:50][CH2:49]3)=[O:30])[CH:14]=2)=[CH:11][C:10]([C:32]([F:34])([F:35])[F:33])=[N:9]1. The catalyst class is: 2. (7) The catalyst class is: 6. Product: [BrH:26].[F:19][C:18]([F:20])([F:21])[CH2:17][CH:13]([NH:2][CH3:1])[C:14]([OH:16])=[O:15]. Reactant: [CH3:1][N:2]([CH:13]([CH2:17][C:18]([F:21])([F:20])[F:19])[C:14]([OH:16])=[O:15])S(C1C=CC(C)=CC=1)(=O)=O.C(O)(=O)C.[BrH:26].